Regression. Given two drug SMILES strings and cell line genomic features, predict the synergy score measuring deviation from expected non-interaction effect. From a dataset of NCI-60 drug combinations with 297,098 pairs across 59 cell lines. (1) Drug 1: CS(=O)(=O)C1=CC(=C(C=C1)C(=O)NC2=CC(=C(C=C2)Cl)C3=CC=CC=N3)Cl. Drug 2: CCCCCOC(=O)NC1=NC(=O)N(C=C1F)C2C(C(C(O2)C)O)O. Cell line: SNB-75. Synergy scores: CSS=-0.102, Synergy_ZIP=0.891, Synergy_Bliss=1.23, Synergy_Loewe=-0.930, Synergy_HSA=-0.913. (2) Cell line: NCI/ADR-RES. Synergy scores: CSS=13.7, Synergy_ZIP=-1.82, Synergy_Bliss=0.768, Synergy_Loewe=-9.52, Synergy_HSA=-5.04. Drug 2: CCN(CC)CCCC(C)NC1=C2C=C(C=CC2=NC3=C1C=CC(=C3)Cl)OC. Drug 1: CC12CCC3C(C1CCC2O)C(CC4=C3C=CC(=C4)O)CCCCCCCCCS(=O)CCCC(C(F)(F)F)(F)F. (3) Drug 1: C1CCN(CC1)CCOC2=CC=C(C=C2)C(=O)C3=C(SC4=C3C=CC(=C4)O)C5=CC=C(C=C5)O. Drug 2: CC1C(C(CC(O1)OC2CC(CC3=C2C(=C4C(=C3O)C(=O)C5=C(C4=O)C(=CC=C5)OC)O)(C(=O)C)O)N)O.Cl. Cell line: SK-MEL-28. Synergy scores: CSS=31.8, Synergy_ZIP=1.92, Synergy_Bliss=7.31, Synergy_Loewe=-3.26, Synergy_HSA=2.19. (4) Drug 1: CCC1(CC2CC(C3=C(CCN(C2)C1)C4=CC=CC=C4N3)(C5=C(C=C6C(=C5)C78CCN9C7C(C=CC9)(C(C(C8N6C)(C(=O)OC)O)OC(=O)C)CC)OC)C(=O)OC)O. Drug 2: CCN(CC)CCNC(=O)C1=C(NC(=C1C)C=C2C3=C(C=CC(=C3)F)NC2=O)C. Cell line: HCT116. Synergy scores: CSS=87.3, Synergy_ZIP=5.53, Synergy_Bliss=3.05, Synergy_Loewe=0.112, Synergy_HSA=8.84. (5) Drug 1: C1CC(=O)NC(=O)C1N2CC3=C(C2=O)C=CC=C3N. Drug 2: CS(=O)(=O)OCCCCOS(=O)(=O)C. Cell line: HCC-2998. Synergy scores: CSS=-1.63, Synergy_ZIP=-0.323, Synergy_Bliss=-2.07, Synergy_Loewe=-5.38, Synergy_HSA=-5.78. (6) Synergy scores: CSS=82.6, Synergy_ZIP=0.510, Synergy_Bliss=-0.508, Synergy_Loewe=-0.263, Synergy_HSA=0.349. Drug 2: COC1=CC(=CC(=C1O)OC)C2C3C(COC3=O)C(C4=CC5=C(C=C24)OCO5)OC6C(C(C7C(O6)COC(O7)C8=CC=CS8)O)O. Cell line: MOLT-4. Drug 1: CC12CCC3C(C1CCC2=O)CC(=C)C4=CC(=O)C=CC34C. (7) Drug 1: C1=CC(=C2C(=C1NCCNCCO)C(=O)C3=C(C=CC(=C3C2=O)O)O)NCCNCCO. Drug 2: C1CC(=O)NC(=O)C1N2C(=O)C3=CC=CC=C3C2=O. Cell line: PC-3. Synergy scores: CSS=18.1, Synergy_ZIP=-4.17, Synergy_Bliss=-2.00, Synergy_Loewe=-15.8, Synergy_HSA=0.0283. (8) Drug 1: C1=C(C(=O)NC(=O)N1)F. Drug 2: COC1=NC(=NC2=C1N=CN2C3C(C(C(O3)CO)O)O)N. Cell line: A549. Synergy scores: CSS=50.2, Synergy_ZIP=5.18, Synergy_Bliss=3.99, Synergy_Loewe=-13.1, Synergy_HSA=2.93. (9) Drug 1: COC1=C(C=C2C(=C1)N=CN=C2NC3=CC(=C(C=C3)F)Cl)OCCCN4CCOCC4. Drug 2: C1=NNC2=C1C(=O)NC=N2. Cell line: SN12C. Synergy scores: CSS=29.6, Synergy_ZIP=-1.13, Synergy_Bliss=6.62, Synergy_Loewe=-22.9, Synergy_HSA=6.32.